From a dataset of Forward reaction prediction with 1.9M reactions from USPTO patents (1976-2016). Predict the product of the given reaction. (1) Given the reactants [NH:1]1[CH2:4][CH:3]([C:5]([OH:7])=[O:6])[CH2:2]1.Cl[C:9]([O:11][CH2:12][C:13]1[CH:18]=[CH:17][CH:16]=[CH:15][CH:14]=1)=[O:10].Cl, predict the reaction product. The product is: [CH2:12]([O:11][C:9]([N:1]1[CH2:4][CH:3]([C:5]([OH:7])=[O:6])[CH2:2]1)=[O:10])[C:13]1[CH:18]=[CH:17][CH:16]=[CH:15][CH:14]=1. (2) Given the reactants [Br:1][C:2]1[S:6][CH:5]=[C:4]([CH:7]=O)[CH:3]=1.[CH2:9]([O:11][C:12](=[O:17])[CH2:13][N:14]=[N+]=[N-])[CH3:10], predict the reaction product. The product is: [CH2:9]([O:11][C:12]([C:13]1[NH:14][C:5]2[S:6][C:2]([Br:1])=[CH:3][C:4]=2[CH:7]=1)=[O:17])[CH3:10].